Dataset: Reaction yield outcomes from USPTO patents with 853,638 reactions. Task: Predict the reaction yield, written as a fraction of the theoretical maximum amount of product (1.0 means a 100% yield; for example, 0.34 means a 34% yield). (1) The product is [CH2:1]([C:4]1[C:12]([N:13]([CH2:20][CH3:21])[CH:14]2[CH2:19][CH2:18][O:17][CH2:16][CH2:15]2)=[CH:11][CH:10]=[CH:9][C:5]=1[C:6]([NH:22][CH2:23][C:24]1[C:25]([O:37][CH3:38])=[N:26][C:27]([CH3:36])=[CH:28][C:29]=1[CH2:30][CH2:31][CH:32]([OH:35])[CH:33]=[CH2:34])=[O:8])[CH:2]=[CH2:3]. The reactants are [CH2:1]([C:4]1[C:12]([N:13]([CH2:20][CH3:21])[CH:14]2[CH2:19][CH2:18][O:17][CH2:16][CH2:15]2)=[CH:11][CH:10]=[CH:9][C:5]=1[C:6]([OH:8])=O)[CH:2]=[CH2:3].[NH2:22][CH2:23][C:24]1[C:25]([O:37][CH3:38])=[N:26][C:27]([CH3:36])=[CH:28][C:29]=1[CH2:30][CH2:31][CH:32]([OH:35])[CH:33]=[CH2:34].C(Cl)CCl.C1C=NC2N(O)N=NC=2C=1.CN1CCOCC1. The catalyst is C(Cl)Cl. The yield is 0.613. (2) The reactants are Br[CH2:2][C:3](=O)[C:4]([O:6][CH2:7][CH3:8])=[O:5].[NH2:10][C:11]([NH2:13])=[S:12]. The catalyst is C(O)C. The product is [CH2:7]([O:6][C:4]([C:3]1[N:10]=[C:11]([NH2:13])[S:12][CH:2]=1)=[O:5])[CH3:8]. The yield is 0.630. (3) The reactants are Br[C:2]1[CH:3]=[C:4]([N:8]2[C:16]3[C:11](=[CH:12][C:13]([CH2:17][N:18]4[CH2:22][CH2:21][CH2:20][CH2:19]4)=[CH:14][CH:15]=3)[C:10]([C:23]([O:25][CH3:26])=[O:24])=[N:9]2)[CH:5]=[CH:6][CH:7]=1.[C:27]([C@:29]1([OH:36])[CH2:33][CH2:32][N:31]([CH3:34])[C:30]1=[O:35])#[CH:28]. The yield is 0.830. The product is [OH:36][C@@:29]1([C:27]#[C:28][C:2]2[CH:3]=[C:4]([N:8]3[C:16]4[C:11](=[CH:12][C:13]([CH2:17][N:18]5[CH2:19][CH2:20][CH2:21][CH2:22]5)=[CH:14][CH:15]=4)[C:10]([C:23]([O:25][CH3:26])=[O:24])=[N:9]3)[CH:5]=[CH:6][CH:7]=2)[CH2:33][CH2:32][N:31]([CH3:34])[C:30]1=[O:35]. No catalyst specified. (4) The reactants are [F:1][C:2]1[C:3]([C:23]2[N:27]=[CH:26][N:25](C3CCCCO3)[N:24]=2)=[CH:4][C:5]([CH3:22])=[C:6]([C:8]2[N:13]=[C:12]3[N:14]([CH:19]([CH3:21])[CH3:20])[C:15](=[O:18])[CH2:16][NH:17][C:11]3=[N:10][CH:9]=2)[CH:7]=1.C(N1C2=NC([Sn](C)(C)C)=CN=C2NCC1=O)(C)C.BrC1C(C)=CC(C2N=CN(C3CCCCO3)N=2)=C(F)C=1. The catalyst is CN(C)C=O.Cl[Pd](Cl)([P](C1C=CC=CC=1)(C1C=CC=CC=1)C1C=CC=CC=1)[P](C1C=CC=CC=1)(C1C=CC=CC=1)C1C=CC=CC=1. The product is [F:1][C:2]1[C:3]([C:23]2[N:27]=[CH:26][NH:25][N:24]=2)=[CH:4][C:5]([CH3:22])=[C:6]([C:8]2[N:13]=[C:12]3[N:14]([CH:19]([CH3:21])[CH3:20])[C:15](=[O:18])[CH2:16][NH:17][C:11]3=[N:10][CH:9]=2)[CH:7]=1. The yield is 0.520. (5) The reactants are [NH2:1][C:2]1[N:7]=[CH:6][N:5]=[C:4]([O:8][C:9]2[CH:14]=[CH:13][C:12]([NH:15][C:16]([NH:18][C:19]3[CH:24]=[CH:23][CH:22]=[CH:21][CH:20]=3)=[O:17])=[CH:11][CH:10]=2)[CH:3]=1.[C:25](OC(=O)C)(=[O:27])[CH3:26].N1C=CC=CC=1. The catalyst is O. The product is [C:19]1([NH:18][C:16](=[O:17])[NH:15][C:12]2[CH:11]=[CH:10][C:9]([O:8][C:4]3[N:5]=[CH:6][N:7]=[C:2]([NH:1][C:25](=[O:27])[CH3:26])[CH:3]=3)=[CH:14][CH:13]=2)[CH:20]=[CH:21][CH:22]=[CH:23][CH:24]=1. The yield is 0.520.